From a dataset of Reaction yield outcomes from USPTO patents with 853,638 reactions. Predict the reaction yield, written as a fraction of the theoretical maximum amount of product (1.0 means a 100% yield; for example, 0.34 means a 34% yield). (1) The reactants are [OH:1][C:2]1[C:3]([C:16](=O)[CH2:17][CH2:18][C:19]2[S:20][C:21]3[CH:30]=[C:29]([C:31]([F:34])([F:33])[F:32])[CH:28]=[CH:27][C:22]=3[C:23]=2[CH2:24][CH2:25][CH3:26])=[CH:4][C:5]([CH3:15])=[C:6]([CH:14]=1)[O:7][CH2:8][C:9]([O:11][CH2:12][CH3:13])=[O:10].Cl.[NH2:37][OH:38].C([O-])(=O)C.[Na+]. The catalyst is CCO.O. The product is [OH:1][C:2]1[C:3]([C:16](=[N:37][OH:38])[CH2:17][CH2:18][C:19]2[S:20][C:21]3[CH:30]=[C:29]([C:31]([F:34])([F:33])[F:32])[CH:28]=[CH:27][C:22]=3[C:23]=2[CH2:24][CH2:25][CH3:26])=[CH:4][C:5]([CH3:15])=[C:6]([CH:14]=1)[O:7][CH2:8][C:9]([O:11][CH2:12][CH3:13])=[O:10]. The yield is 0.380. (2) The reactants are C([O:3][C:4]([C:6]1[CH:15]=[CH:14][C:13]2[C:8](=[CH:9][CH:10]=[C:11]([O:16][S:17]([C:20]([F:23])([F:22])[F:21])(=[O:19])=[O:18])[CH:12]=2)[CH:7]=1)=O)C.CC(C[AlH]CC(C)C)C. The catalyst is C1(C)C=CC=CC=1. The product is [F:22][C:20]([F:21])([F:23])[S:17]([O:16][C:11]1[CH:12]=[C:13]2[C:8](=[CH:9][CH:10]=1)[CH:7]=[C:6]([CH2:4][OH:3])[CH:15]=[CH:14]2)(=[O:18])=[O:19]. The yield is 0.720. (3) The reactants are [C:1]([O:5][C:6]([N:8]1[CH2:12][CH2:11][C@H:10]([NH:13][C:14]2[C:15]3[CH2:23][NH:22][CH2:21][CH2:20][C:16]=3[N:17]=[CH:18][N:19]=2)[CH2:9]1)=[O:7])([CH3:4])([CH3:3])[CH3:2].Br[C:25]1[CH:26]=[C:27]([C:33]([F:36])([F:35])[F:34])[C:28]([O:31][CH3:32])=[N:29][CH:30]=1.CC(C)([O-])C.[Na+]. The catalyst is C1C=CC(/C=C/C(/C=C/C2C=CC=CC=2)=O)=CC=1.C1C=CC(/C=C/C(/C=C/C2C=CC=CC=2)=O)=CC=1.C1C=CC(/C=C/C(/C=C/C2C=CC=CC=2)=O)=CC=1.[Pd].[Pd].C(P(C(C)(C)C)C1C=CC=CC=1C1C=CC=CC=1C)(C)(C)C.C(O)(C)(C)C. The product is [C:1]([O:5][C:6]([N:8]1[CH2:12][CH2:11][C@H:10]([NH:13][C:14]2[C:15]3[CH2:23][N:22]([C:25]4[CH:30]=[N:29][C:28]([O:31][CH3:32])=[C:27]([C:33]([F:36])([F:35])[F:34])[CH:26]=4)[CH2:21][CH2:20][C:16]=3[N:17]=[CH:18][N:19]=2)[CH2:9]1)=[O:7])([CH3:4])([CH3:2])[CH3:3]. The yield is 0.950. (4) The yield is 0.450. The product is [CH3:19][C:14]1([CH3:20])[C:15]([CH3:18])([CH3:17])[O:16][B:12]([C:2]2[CH:7]=[CH:6][C:5]([C:8]([OH:11])([CH3:10])[CH3:9])=[CH:4][CH:3]=2)[O:13]1. The reactants are Br[C:2]1[CH:7]=[CH:6][C:5]([C:8]([OH:11])([CH3:10])[CH3:9])=[CH:4][CH:3]=1.[B:12]1([B:12]2[O:16][C:15]([CH3:18])([CH3:17])[C:14]([CH3:20])([CH3:19])[O:13]2)[O:16][C:15]([CH3:18])([CH3:17])[C:14]([CH3:20])([CH3:19])[O:13]1.CC([O-])=O.[K+]. The catalyst is C1C=CC(P(C2C=CC=CC=2)[C-]2C=CC=C2)=CC=1.C1C=CC(P(C2C=CC=CC=2)[C-]2C=CC=C2)=CC=1.Cl[Pd]Cl.[Fe+2].C(Cl)Cl.CS(C)=O. (5) The reactants are [O:1]1[CH2:3][CH:2]1[CH2:4][N:5]1[C:11]2[CH:12]=[CH:13][CH:14]=[CH:15][C:10]=2[CH2:9][CH2:8][C:7]2[CH:16]=[CH:17][CH:18]=[CH:19][C:6]1=2.C(O)C.[N-:23]=[N+:24]=[N-:25].[Na+].[Cl-].[NH4+]. The catalyst is O. The product is [N:23]([CH2:3][CH:2]([OH:1])[CH2:4][N:5]1[C:11]2[CH:12]=[CH:13][CH:14]=[CH:15][C:10]=2[CH2:9][CH2:8][C:7]2[CH:16]=[CH:17][CH:18]=[CH:19][C:6]1=2)=[N+:24]=[N-:25]. The yield is 0.640. (6) The reactants are C(OC(=O)[NH:7][C@H:8]1[CH2:13][C@@H:12]([N:14]2[CH2:21][CH:20]3[CH:16]([CH2:17][N:18]([S:22]([CH3:25])(=[O:24])=[O:23])[CH2:19]3)[CH2:15]2)[CH2:11][O:10][C@@H:9]1[C:26]1[CH:31]=[C:30]([F:32])[CH:29]=[CH:28][C:27]=1[F:33])(C)(C)C.Cl. The catalyst is O1CCOCC1. The product is [F:33][C:27]1[CH:28]=[CH:29][C:30]([F:32])=[CH:31][C:26]=1[C@@H:9]1[C@@H:8]([NH2:7])[CH2:13][C@@H:12]([N:14]2[CH2:15][CH:16]3[CH:20]([CH2:19][N:18]([S:22]([CH3:25])(=[O:24])=[O:23])[CH2:17]3)[CH2:21]2)[CH2:11][O:10]1. The yield is 0.950.